From a dataset of Forward reaction prediction with 1.9M reactions from USPTO patents (1976-2016). Predict the product of the given reaction. (1) Given the reactants Cl[C:2]1[C:7]([C:8]([F:11])([F:10])[F:9])=[CH:6][CH:5]=[CH:4][N:3]=1.B(O)(O)[C:13]1[CH:14]=[CH:15][C:16]([CH3:19])=[CH:17][CH:18]=1.C([O-])([O-])=O.[Na+].[Na+], predict the reaction product. The product is: [C:16]1([CH3:19])[CH:17]=[CH:18][C:13]([C:2]2[C:7]([C:8]([F:11])([F:10])[F:9])=[CH:6][CH:5]=[CH:4][N:3]=2)=[CH:14][CH:15]=1. (2) Given the reactants [CH3:1][C@H:2]1[C@@H:6]([C:7]2[CH:12]=[CH:11][CH:10]=[CH:9][CH:8]=2)[O:5][C:4](=[O:13])[NH:3]1.[H-].[Na+].[CH2:16]([O:23][C:24](=[O:27])[CH2:25]Br)[C:17]1[CH:22]=[CH:21][CH:20]=[CH:19][CH:18]=1, predict the reaction product. The product is: [CH2:16]([O:23][C:24](=[O:27])[CH2:25][N:3]1[C@@H:2]([CH3:1])[C@@H:6]([C:7]2[CH:12]=[CH:11][CH:10]=[CH:9][CH:8]=2)[O:5][C:4]1=[O:13])[C:17]1[CH:22]=[CH:21][CH:20]=[CH:19][CH:18]=1. (3) Given the reactants [NH:1]1[CH2:6][CH2:5][C:4]2([O:11][C:10]3[C:12]4[C:17]([C:18](=[O:21])[C:19](=[O:20])[C:9]=3[S:8][CH2:7]2)=[CH:16][CH:15]=[CH:14][CH:13]=4)[CH2:3][CH2:2]1.[CH2:22]([C:24]1[CH:34]=[CH:33][C:27]([O:28][CH2:29][C@@H:30]2[CH2:32][O:31]2)=[CH:26][CH:25]=1)[CH3:23], predict the reaction product. The product is: [CH2:22]([C:24]1[CH:34]=[CH:33][C:27]([O:28][CH2:29][C@@H:30]([OH:31])[CH2:32][N:1]2[CH2:2][CH2:3][C:4]3([O:11][C:10]4[C:12]5[C:17]([C:18](=[O:21])[C:19](=[O:20])[C:9]=4[S:8][CH2:7]3)=[CH:16][CH:15]=[CH:14][CH:13]=5)[CH2:5][CH2:6]2)=[CH:26][CH:25]=1)[CH3:23]. (4) Given the reactants C([O:5][C:6](=[O:22])[CH2:7][N:8]1[C:16]2[C:11](=[CH:12][C:13]([O:17][CH3:18])=[CH:14][CH:15]=2)[C:10]([C:19](=[O:21])[NH2:20])=[CH:9]1)(C)(C)C.C(O)(C(F)(F)F)=O.CO, predict the reaction product. The product is: [C:19]([C:10]1[C:11]2[C:16](=[CH:15][CH:14]=[C:13]([O:17][CH3:18])[CH:12]=2)[N:8]([CH2:7][C:6]([OH:22])=[O:5])[CH:9]=1)(=[O:21])[NH2:20]. (5) The product is: [C:18]([C:22]1[N:26]=[C:25]([N:27]2[CH2:28][CH2:29][CH:30]([N:33]([CH:34]3[CH2:36][CH2:35]3)[C:14]([C:12]3[O:11][N:10]=[C:9]([C:6]4[CH:7]=[CH:8][C:3]([C:1]#[N:2])=[CH:4][C:5]=4[F:17])[CH:13]=3)=[O:16])[CH2:31][CH2:32]2)[O:24][N:23]=1)([CH3:21])([CH3:19])[CH3:20]. Given the reactants [C:1]([C:3]1[CH:8]=[CH:7][C:6]([C:9]2[CH:13]=[C:12]([C:14]([OH:16])=O)[O:11][N:10]=2)=[C:5]([F:17])[CH:4]=1)#[N:2].[C:18]([C:22]1[N:26]=[C:25]([N:27]2[CH2:32][CH2:31][CH:30]([NH:33][CH:34]3[CH2:36][CH2:35]3)[CH2:29][CH2:28]2)[O:24][N:23]=1)([CH3:21])([CH3:20])[CH3:19], predict the reaction product. (6) Given the reactants [F:1][C:2]1[CH:3]=[CH:4][C:5]2[N:6]([CH:8]=[C:9]([CH2:11][N:12]([C@H:20]3[CH2:25][CH2:24][C@@H:23]([N:26]4[C:31](=[O:32])[C:30]5[CH:33]=[C:34]([F:37])[CH:35]=[N:36][C:29]=5[N:28]([C:38]5[CH:43]=[CH:42][CH:41]=[C:40](I)[CH:39]=5)[C:27]4=[O:45])[CH2:22][CH2:21]3)[C:13](=[O:19])[O:14][C:15]([CH3:18])([CH3:17])[CH3:16])[N:10]=2)[CH:7]=1.[OH:46][C:47]1[CH:48]=[CH:49][C:50](B2OC(C)(C)C(C)(C)O2)=[C:51]([CH:54]=1)[CH:52]=[O:53], predict the reaction product. The product is: [F:37][C:34]1[CH:35]=[N:36][C:29]2[N:28]([C:38]3[CH:39]=[C:40]([C:50]4[CH:49]=[CH:48][C:47]([OH:46])=[CH:54][C:51]=4[CH:52]=[O:53])[CH:41]=[CH:42][CH:43]=3)[C:27](=[O:45])[N:26]([C@@H:23]3[CH2:24][CH2:25][C@H:20]([N:12]([CH2:11][C:9]4[N:10]=[C:5]5[CH:4]=[CH:3][C:2]([F:1])=[CH:7][N:6]5[CH:8]=4)[C:13](=[O:19])[O:14][C:15]([CH3:18])([CH3:17])[CH3:16])[CH2:21][CH2:22]3)[C:31](=[O:32])[C:30]=2[CH:33]=1. (7) Given the reactants [C:1]([O:5][C@@H:6]([C:11]1[C:40]([CH3:41])=[C:39]([Cl:42])[C:38]2=[N:43][C:35]3=[CH:36][N:37]2[C:12]=1[N:13]1[CH2:48][CH2:47][C:16]([CH3:49])([O:17][CH2:18][CH2:19][CH2:20][CH2:21][C@H:22]([CH3:46])[O:23][C:24]2[CH:25]=[CH:26][C:27]([F:45])=[CH:28][C:29]=2[C:30]2[CH:44]=[C:34]3[CH:33]=[CH:32][CH:31]=2)[CH2:15][CH2:14]1)[C:7]([O:9]C)=[O:8])([CH3:4])([CH3:3])[CH3:2].C(O[C@@H](C1C(C)=CC2=NC3=C(Cl)N2C=1N1CCC(C)(OCCCC[C@H](C)OC2C=CC(C)=CC=2C2C=C3C=CC=2)CC1)C(O)=O)(C)(C)C, predict the reaction product. The product is: [C:1]([O:5][C@@H:6]([C:11]1[C:40]([CH3:41])=[C:39]([Cl:42])[C:38]2=[N:43][C:35]3=[CH:36][N:37]2[C:12]=1[N:13]1[CH2:14][CH2:15][C:16]([CH3:49])([O:17][CH2:18][CH2:19][CH2:20][CH2:21][C@H:22]([CH3:46])[O:23][C:24]2[CH:25]=[CH:26][C:27]([F:45])=[CH:28][C:29]=2[C:30]2[CH:44]=[C:34]3[CH:33]=[CH:32][CH:31]=2)[CH2:47][CH2:48]1)[C:7]([OH:9])=[O:8])([CH3:4])([CH3:2])[CH3:3].